This data is from Full USPTO retrosynthesis dataset with 1.9M reactions from patents (1976-2016). The task is: Predict the reactants needed to synthesize the given product. (1) The reactants are: [F:1][C:2]1[C:7]([F:8])=[CH:6][CH:5]=[CH:4][C:3]=1[OH:9].C(=O)([O-])[O-].[K+].[K+].[CH2:16](Br)[C:17]1[CH:22]=[CH:21][CH:20]=[CH:19][CH:18]=1. Given the product [CH2:16]([O:9][C:3]1[CH:4]=[CH:5][CH:6]=[C:7]([F:8])[C:2]=1[F:1])[C:17]1[CH:22]=[CH:21][CH:20]=[CH:19][CH:18]=1, predict the reactants needed to synthesize it. (2) Given the product [ClH:35].[NH2:8][C:9]1[CH:14]=[C:13]([CH2:15][S:16][C:17]2[C:22]([C:23]3[O:27][C:26]([NH:28][C:29]4[CH:34]=[CH:33][CH:32]=[CH:31][CH:30]=4)=[N:25][N:24]=3)=[CH:21][CH:20]=[CH:19][N:18]=2)[CH:12]=[CH:11][N:10]=1, predict the reactants needed to synthesize it. The reactants are: C(OC([NH:8][C:9]1[CH:14]=[C:13]([CH2:15][S:16][C:17]2[C:22]([C:23]3[O:27][C:26]([NH:28][C:29]4[CH:34]=[CH:33][CH:32]=[CH:31][CH:30]=4)=[N:25][N:24]=3)=[CH:21][CH:20]=[CH:19][N:18]=2)[CH:12]=[CH:11][N:10]=1)=O)(C)(C)C.[ClH:35]. (3) The reactants are: C([O-])([O-])=O.[Na+].[Na+].C(O)C.Cl[C:11]1[N:16]=[C:15]([O:17][CH3:18])[CH:14]=[CH:13][N:12]=1.[CH:19]([C:21]1[CH:26]=[CH:25][C:24](B(O)O)=[CH:23][CH:22]=1)=[O:20]. Given the product [CH3:18][O:17][C:15]1[CH:14]=[CH:13][N:12]=[C:11]([C:24]2[CH:25]=[CH:26][C:21]([CH:19]=[O:20])=[CH:22][CH:23]=2)[N:16]=1, predict the reactants needed to synthesize it. (4) Given the product [O:1]=[C:6]([NH:63][C@@H:56]([C:57]1[CH:62]=[CH:61][CH:60]=[CH:59][CH:58]=1)[CH3:55])[C:7]([C@@H:9]([NH:14][C:15](=[O:35])[O:16][C@H:17]([CH2:22][C:23]1[O:24][C:25]([C:28]2[CH:33]=[CH:32][C:31]([F:34])=[CH:30][CH:29]=2)=[N:26][N:27]=1)[C:18]([CH3:19])([CH3:21])[CH3:20])[CH2:10][CH2:11][CH2:12][CH3:13])=[O:8], predict the reactants needed to synthesize it. The reactants are: [O:1]=[O+][O-].C([C:6](=P(C1C=CC=CC=1)(C1C=CC=CC=1)C1C=CC=CC=1)[C:7]([C@@H:9]([NH:14][C:15](=[O:35])[O:16][C@H:17]([CH2:22][C:23]1[O:24][C:25]([C:28]2[CH:33]=[CH:32][C:31]([F:34])=[CH:30][CH:29]=2)=[N:26][N:27]=1)[C:18]([CH3:21])([CH3:20])[CH3:19])[CH2:10][CH2:11][CH2:12][CH3:13])=[O:8])#N.[CH3:55][C@H:56]([NH2:63])[C:57]1[CH:62]=[CH:61][CH:60]=[CH:59][CH:58]=1. (5) The reactants are: [NH2:1][C:2]1[C:3]([C:12]([OH:14])=[O:13])=[CH:4][C:5]2[C:10]([CH:11]=1)=[CH:9][CH:8]=[CH:7][CH:6]=2.[CH3:15][C:16]1[CH:21]=[CH:20][CH:19]=[C:18]([CH3:22])[C:17]=1[N:23]=[C:24]=[O:25].Cl. Given the product [CH3:22][C:18]1[CH:19]=[CH:20][CH:21]=[C:16]([CH3:15])[C:17]=1[NH:23][C:24]([NH:1][C:2]1[C:3]([C:12]([OH:14])=[O:13])=[CH:4][C:5]2[C:10]([CH:11]=1)=[CH:9][CH:8]=[CH:7][CH:6]=2)=[O:25], predict the reactants needed to synthesize it. (6) The reactants are: [O:1]1[CH2:6][CH2:5][CH:4]([OH:7])[CH2:3][CH2:2]1.[CH3:8][C:9]([C:11]1[CH:12]=[CH:13][C:14](O)=[CH:15][C:16]=1[OH:17])=[O:10].C1(P(C2C=CC=CC=2)C2C=CC=CC=2)C=CC=CC=1.CCOCC. Given the product [OH:17][C:16]1[CH:15]=[C:14]([O:7][CH:4]2[CH2:5][CH2:6][O:1][CH2:2][CH2:3]2)[CH:13]=[CH:12][C:11]=1[C:9](=[O:10])[CH3:8], predict the reactants needed to synthesize it. (7) The reactants are: [Cl:1][C:2]1[N:3]=[CH:4][C:5]([C:8]([O:10]C)=[O:9])=[N:6][CH:7]=1.[Cl-].[Li+]. Given the product [Cl:1][C:2]1[N:3]=[CH:4][C:5]([C:8]([OH:10])=[O:9])=[N:6][CH:7]=1, predict the reactants needed to synthesize it. (8) Given the product [N:31]1([C:1]([O:2][CH2:3][C:4]2[C:5]([CH3:10])=[N:6][CH:7]=[CH:8][CH:9]=2)=[O:21])[CH2:36][CH2:35][O:34][CH2:33][CH2:32]1, predict the reactants needed to synthesize it. The reactants are: [C:1](=[O:21])(OC1C=CC([N+]([O-])=O)=CC=1)[O:2][CH2:3][C:4]1[C:5]([CH3:10])=[N:6][CH:7]=[CH:8][CH:9]=1.CCN(C(C)C)C(C)C.[NH:31]1[CH2:36][CH2:35][O:34][CH2:33][CH2:32]1.